Dataset: Forward reaction prediction with 1.9M reactions from USPTO patents (1976-2016). Task: Predict the product of the given reaction. (1) Given the reactants I[C:2]1[C:3]([O:14][C@H:15]2[CH2:20][CH2:19][C@@H:18]([C:21]([F:24])([F:23])[F:22])[CH2:17][CH2:16]2)=[CH:4][CH:5]=[C:6]2[C:11]=1[CH:10]=[C:9]([CH:12]=[O:13])[CH:8]=[CH:7]2.CN(P(N(C)C)(N(C)C)=O)C, predict the reaction product. The product is: [F:22][C:21]([F:24])([F:23])[C:2]1[C:3]([O:14][C@H:15]2[CH2:20][CH2:19][C@@H:18]([C:21]([F:24])([F:23])[F:22])[CH2:17][CH2:16]2)=[CH:4][CH:5]=[C:6]2[C:11]=1[CH:10]=[C:9]([CH:12]=[O:13])[CH:8]=[CH:7]2. (2) Given the reactants [Cl:1][C:2]1[CH:10]=[CH:9][CH:8]=[CH:7][C:3]=1[C:4]([OH:6])=O.[F:11][C:12]([F:38])([F:37])[C:13]([CH2:32][NH:33][CH2:34][CH2:35][CH3:36])([OH:31])[CH2:14][NH:15][C:16]1[CH:24]=[CH:23][CH:22]=[C:21]2[C:17]=1[CH:18]=[N:19][N:20]2[C:25]1[CH:30]=[CH:29][CH:28]=[CH:27][CH:26]=1, predict the reaction product. The product is: [Cl:1][C:2]1[CH:10]=[CH:9][CH:8]=[CH:7][C:3]=1[C:4]([N:33]([CH2:34][CH2:35][CH3:36])[CH2:32][C:13]([OH:31])([CH2:14][NH:15][C:16]1[CH:24]=[CH:23][CH:22]=[C:21]2[C:17]=1[CH:18]=[N:19][N:20]2[C:25]1[CH:30]=[CH:29][CH:28]=[CH:27][CH:26]=1)[C:12]([F:37])([F:11])[F:38])=[O:6]. (3) Given the reactants [CH3:1][N:2]([C:9]1[CH:14]=[CH:13][CH:12]=[CH:11][CH:10]=1)[C:3](=[O:8])[CH2:4][C:5](=[O:7])[CH3:6].[Br:15]Br, predict the reaction product. The product is: [Br:15][CH2:6][C:5](=[O:7])[CH2:4][C:3]([N:2]([CH3:1])[C:9]1[CH:14]=[CH:13][CH:12]=[CH:11][CH:10]=1)=[O:8]. (4) Given the reactants [NH2:1][C:2]([CH3:19])([CH2:5][N:6]1[N:10]=[C:9]2[CH:11]=[CH:12][C:13]([C:15]([F:18])([F:17])[F:16])=[CH:14][C:8]2=[N:7]1)[C:3]#[N:4].[F:20][C:21]([F:32])([F:31])[C:22]1[CH:30]=[CH:29][C:25]([C:26](Cl)=[S:27])=[CH:24][CH:23]=1, predict the reaction product. The product is: [C:3]([C:2]([NH:1][C:26](=[S:27])[C:25]1[CH:24]=[CH:23][C:22]([C:21]([F:20])([F:31])[F:32])=[CH:30][CH:29]=1)([CH3:19])[CH2:5][N:6]1[N:10]=[C:9]2[CH:11]=[CH:12][C:13]([C:15]([F:17])([F:16])[F:18])=[CH:14][C:8]2=[N:7]1)#[N:4]. (5) The product is: [Cl:18][C:19]1[N:24]=[N:23][C:22]([C:25]([N:13]2[CH2:12][CH2:11][CH:10]([C:5]3[CH:6]=[CH:7][CH:8]=[CH:9][C:4]=3[C:3]([F:2])([F:16])[F:17])[CH2:15][CH2:14]2)=[O:26])=[CH:21][CH:20]=1. Given the reactants Cl.[F:2][C:3]([F:17])([F:16])[C:4]1[CH:9]=[CH:8][CH:7]=[CH:6][C:5]=1[CH:10]1[CH2:15][CH2:14][NH:13][CH2:12][CH2:11]1.[Cl:18][C:19]1[N:24]=[N:23][C:22]([C:25](O)=[O:26])=[CH:21][CH:20]=1, predict the reaction product. (6) Given the reactants [F:1][C:2]1[CH:7]=[CH:6][C:5]([C:8]2[O:9][C:10]([C:13]3[C:14]([C:19]4[CH:24]=[CH:23][CH:22]=[CH:21][CH:20]=4)=[N:15][O:16][C:17]=3[CH3:18])=[N:11][N:12]=2)=[C:4]([O:25][CH3:26])[CH:3]=1.BrN1[C:32](=[O:33])CCC1=O.N(C(C)(C)C#N)=NC(C)(C)C#N.C[O-].[Na+], predict the reaction product. The product is: [F:1][C:2]1[CH:7]=[CH:6][C:5]([C:8]2[O:9][C:10]([C:13]3[C:14]([C:19]4[CH:24]=[CH:23][CH:22]=[CH:21][CH:20]=4)=[N:15][O:16][C:17]=3[CH2:18][O:33][CH3:32])=[N:11][N:12]=2)=[C:4]([O:25][CH3:26])[CH:3]=1.